This data is from Cav3 T-type calcium channel HTS with 100,875 compounds. The task is: Binary Classification. Given a drug SMILES string, predict its activity (active/inactive) in a high-throughput screening assay against a specified biological target. (1) The drug is Fc1ccc(C(/O)=C2\C(N(CCN(C)C)C(=O)C2=O)c2cc(OC)ccc2)cc1. The result is 0 (inactive). (2) The molecule is s1c2c(CCC2)c2c1nc(SCc1oc(nn1)c1ccccc1)n(c2=O)CCCOC. The result is 0 (inactive). (3) The compound is o1c(c2[n+](=O)c(c(n([O-])c2C)C)C)ccc1. The result is 0 (inactive). (4) The compound is O(C(C)(C)C)C(=O)C(NC(=O)c1[nH]cnc1C(=O)Nc1ccccc1)CCCCNC(OC(C)(C)C)=O. The result is 0 (inactive). (5) The molecule is s1c(N2CCC(CC2)C)nc2c1cc(C(=O)N1CCN(CC1)C(OCC)=O)cc2. The result is 0 (inactive). (6) The compound is Clc1ccc(OCC(=O)NCCSc2ccccc2)cc1. The result is 1 (active). (7) The molecule is S(=O)(=O)(N(C1CCCCC1)CC(=O)N1CCC(CC1)C)C. The result is 0 (inactive). (8) The molecule is s1c(nnc1N)CC=1CCCCC1. The result is 0 (inactive).